From a dataset of Reaction yield outcomes from USPTO patents with 853,638 reactions. Predict the reaction yield, written as a fraction of the theoretical maximum amount of product (1.0 means a 100% yield; for example, 0.34 means a 34% yield). (1) The reactants are [CH3:1][O:2][C:3]([C:5]1([C:8]2[CH:13]=[CH:12][C:11]([OH:14])=[C:10]([OH:15])[CH:9]=2)[CH2:7][CH2:6]1)=[O:4].CC1C=[CH:19][C:20](S(O)(=O)=O)=[CH:21][CH:22]=1.C1(=O)CCC1. The catalyst is C1(C)C=CC=CC=1. The product is [C:19]12([O:14][C:11]3[CH:12]=[CH:13][C:8]([C:5]4([C:3]([O:2][CH3:1])=[O:4])[CH2:7][CH2:6]4)=[CH:9][C:10]=3[O:15]1)[CH2:20][CH2:21][CH2:22]2. The yield is 0.500. (2) The reactants are [CH2:1]([O:8][C@@H:9]1[C@@H:18]([O:19][CH2:20][C:21]2[CH:26]=[CH:25][CH:24]=[CH:23][CH:22]=2)[C@H:17]([O:27][C@@H:28]2[O:57][C@H:56]([CH2:58]F)[C@@H:47]([O:48][CH2:49][C:50]3[CH:55]=[CH:54][CH:53]=[CH:52][CH:51]=3)[C@H:38]([O:39][CH2:40][C:41]3[CH:46]=[CH:45][CH:44]=[CH:43][CH:42]=3)[C@H:29]2[O:30][CH2:31][C:32]2[CH:37]=[CH:36][CH:35]=[CH:34][CH:33]=2)[C@@H:16]([CH2:60][O:61][CH2:62][C:63]2[CH:68]=[CH:67][CH:66]=[CH:65][CH:64]=2)[O:15][C@@H:10]1[O:11][CH2:12][CH:13]=[CH2:14])[C:2]1[CH:7]=[CH:6][CH:5]=[CH:4][CH:3]=1.[O:69]1CCC[CH2:70]1. The catalyst is CO.Cl[Pd]Cl. The product is [CH2:1]([O:8][C@@H:9]1[C@@H:18]([O:19][CH2:20][C:21]2[CH:26]=[CH:25][CH:24]=[CH:23][CH:22]=2)[C@H:17]([O:27][C@@H:28]2[O:57][C@H:56]([CH2:58][O:69][CH3:70])[C@@H:47]([O:48][CH2:49][C:50]3[CH:55]=[CH:54][CH:53]=[CH:52][CH:51]=3)[C@H:38]([O:39][CH2:40][C:41]3[CH:46]=[CH:45][CH:44]=[CH:43][CH:42]=3)[C@H:29]2[O:30][CH2:31][C:32]2[CH:37]=[CH:36][CH:35]=[CH:34][CH:33]=2)[C@@H:16]([CH2:60][O:61][CH2:62][C:63]2[CH:68]=[CH:67][CH:66]=[CH:65][CH:64]=2)[O:15][CH:10]1[O:11][CH2:12][CH:13]=[CH2:14])[C:2]1[CH:7]=[CH:6][CH:5]=[CH:4][CH:3]=1. The yield is 0.830. (3) The reactants are [NH2:1][C:2]1[CH:6]=[C:5]([CH:7]2[CH2:12][CH2:11][N:10]([C:13]([O:15][C:16]([CH3:19])([CH3:18])[CH3:17])=[O:14])[CH2:9][CH2:8]2)[NH:4][N:3]=1.[C:20]1(=O)[O:25][C:23](=[O:24])[C:22]2=[CH:26][CH:27]=[CH:28][CH:29]=[C:21]12.O. The catalyst is O1CCOCC1. The product is [O:24]=[C:23]1[C:22]2[C:21](=[CH:29][CH:28]=[CH:27][CH:26]=2)[C:20](=[O:25])[N:1]1[C:2]1[CH:6]=[C:5]([CH:7]2[CH2:12][CH2:11][N:10]([C:13]([O:15][C:16]([CH3:19])([CH3:18])[CH3:17])=[O:14])[CH2:9][CH2:8]2)[NH:4][N:3]=1. The yield is 0.768.